This data is from Catalyst prediction with 721,799 reactions and 888 catalyst types from USPTO. The task is: Predict which catalyst facilitates the given reaction. (1) Reactant: [NH2:1][C:2]1[N:10]=[CH:9][N:8]=[C:7]2[C:3]=1[N:4]=[CH:5][N:6]2[C@@H:11]1[O:15][C@:14]([CH3:26])([O:16][CH2:17][P:18](=[O:25])([O:22]CC)[O:19]CC)[C@@H:13]([OH:27])[C@H:12]1[OH:28].N1C(C)=CC=CC=1C.C[Si](I)(C)C. Product: [NH2:1][C:2]1[N:10]=[CH:9][N:8]=[C:7]2[C:3]=1[N:4]=[CH:5][N:6]2[C@@H:11]1[O:15][C@:14]([CH3:26])([O:16][CH2:17][P:18](=[O:19])([OH:22])[OH:25])[C@@H:13]([OH:27])[C@H:12]1[OH:28]. The catalyst class is: 10. (2) Reactant: [CH2:1]([C:9]1[CH:13]=[CH:12][S:11][CH:10]=1)[CH2:2][CH2:3][CH2:4][CH2:5][CH2:6][CH2:7][CH3:8].[Li][CH2:15]CCC.C(O[B:24]([O:30][CH2:31][CH2:32][CH2:33]C)[O:25][CH2:26]CCC)CCC.CC(C)(CO)CO. Product: [CH3:15][C:32]1([CH3:33])[CH2:26][O:25][B:24]([C:12]2[S:11][CH:10]=[C:9]([CH2:1][CH2:2][CH2:3][CH2:4][CH2:5][CH2:6][CH2:7][CH3:8])[CH:13]=2)[O:30][CH2:31]1. The catalyst class is: 1.